The task is: Predict the reactants needed to synthesize the given product.. This data is from Full USPTO retrosynthesis dataset with 1.9M reactions from patents (1976-2016). (1) Given the product [Br:1][C:2]1[C:3](=[O:16])[N:4]([CH:10]2[CH2:15][CH2:14][CH2:13][CH2:12][CH2:11]2)[N:5]([CH3:9])[C:6]=1[CH2:7][N:27]1[CH2:26][CH2:25][N:24]([C:22]2[CH:23]=[C:18]([Cl:17])[CH:19]=[CH:20][C:21]=2[CH3:30])[CH2:29][CH2:28]1, predict the reactants needed to synthesize it. The reactants are: [Br:1][C:2]1[C:3](=[O:16])[N:4]([CH:10]2[CH2:15][CH2:14][CH2:13][CH2:12][CH2:11]2)[N:5]([CH3:9])[C:6]=1[CH2:7]Br.[Cl:17][C:18]1[CH:19]=[CH:20][C:21]([CH3:30])=[C:22]([N:24]2[CH2:29][CH2:28][NH:27][CH2:26][CH2:25]2)[CH:23]=1.C(=O)([O-])[O-].[K+].[K+]. (2) Given the product [CH:17]1[C:18]2[CH:19]=[CH:20][C:21]3[CH:26]=[CH:25][CH:24]=[CH:23][C:22]=3[C:12](=[CH:11][CH2:10][CH2:9][NH:7][CH3:6])[C:13]=2[CH:14]=[CH:15][CH:16]=1, predict the reactants needed to synthesize it. The reactants are: C(=O)([O-])O.[Na+].[CH3:6][N:7]([CH2:9][CH2:10][CH:11]=[C:12]1[C:22]2[CH:23]=[CH:24][CH:25]=[CH:26][C:21]=2[CH:20]=[CH:19][C:18]2[CH:17]=[CH:16][CH:15]=[CH:14][C:13]1=2)C.Cl.ClC(OCC)=O.[OH-].[K+]. (3) Given the product [CH:41]1([C:24]2[CH:25]=[C:26]([C:2]3[C:7]([C:8]4[CH:9]=[CH:10][C:11]([F:14])=[CH:12][CH:13]=4)=[CH:6][N:5]4[N:15]=[CH:16][N:17]=[C:4]4[N:3]=3)[CH:27]=[CH:28][C:23]=2[CH:21]=[O:22])[CH2:40][CH2:32]1, predict the reactants needed to synthesize it. The reactants are: Cl[C:2]1[C:7]([C:8]2[CH:13]=[CH:12][C:11]([F:14])=[CH:10][CH:9]=2)=[CH:6][N:5]2[N:15]=[C:16](C3CC3)[N:17]=[C:4]2[N:3]=1.[CH:21]([C:23]1[CH:28]=[CH:27][C:26](B(O)O)=[CH:25][CH:24]=1)=[O:22].[C:32](=O)([O-])[O-].[Na+].[Na+].CO[CH2:40][CH2:41]OC. (4) Given the product [CH2:1]([O:3][CH:4]([O:7][CH2:8][CH3:9])[CH2:5][NH:6][CH2:20][C:18]1[CH:17]=[CH:16][CH:15]=[C:14]2[C:19]=1[N:10]=[CH:11][CH:12]=[CH:13]2)[CH3:2], predict the reactants needed to synthesize it. The reactants are: [CH2:1]([O:3][CH:4]([O:7][CH2:8][CH3:9])[CH2:5][NH2:6])[CH3:2].[N:10]1[C:19]2[C:14](=[CH:15][CH:16]=[CH:17][C:18]=2[CH:20]=O)[CH:13]=[CH:12][CH:11]=1. (5) Given the product [I:1][C:2]1[C:10]2[C:5](=[CH:6][CH:7]=[C:8]([N+:11]([O-:13])=[O:12])[CH:9]=2)[N:4]([CH2:21][O:20][CH2:19][CH2:18][Si:15]([CH3:17])([CH3:16])[CH3:14])[N:3]=1, predict the reactants needed to synthesize it. The reactants are: [I:1][C:2]1[C:10]2[C:5](=[CH:6][CH:7]=[C:8]([N+:11]([O-:13])=[O:12])[CH:9]=2)[NH:4][N:3]=1.[CH3:14][Si:15]([CH2:18][CH2:19][O:20][CH2:21]Cl)([CH3:17])[CH3:16].C(N(C(C)C)CC)(C)C.O. (6) Given the product [ClH:29].[ClH:32].[ClH:29].[Cl:29][C:24]1[C:23]([O:30][CH3:31])=[CH:22][C:21]([C:17]2[CH:16]=[C:15]([CH2:14][N:11]3[CH2:12][CH2:13][CH:8]([N:1]([CH2:47][C:45]4[CH:44]=[CH:43][N:42]=[C:41]([C:36]5[CH:37]=[C:38]([O:39][CH3:40])[C:33]([Cl:32])=[C:34]([O:49][CH3:50])[CH:35]=5)[CH:46]=4)[C:2]4[CH:7]=[CH:6][CH:5]=[CH:4][CH:3]=4)[CH2:9][CH2:10]3)[CH:20]=[CH:19][N:18]=2)=[CH:26][C:25]=1[O:27][CH3:28], predict the reactants needed to synthesize it. The reactants are: [NH:1]([CH:8]1[CH2:13][CH2:12][N:11]([CH2:14][C:15]2[CH:20]=[CH:19][N:18]=[C:17]([C:21]3[CH:26]=[C:25]([O:27][CH3:28])[C:24]([Cl:29])=[C:23]([O:30][CH3:31])[CH:22]=3)[CH:16]=2)[CH2:10][CH2:9]1)[C:2]1[CH:7]=[CH:6][CH:5]=[CH:4][CH:3]=1.[Cl:32][C:33]1[C:38]([O:39][CH3:40])=[CH:37][C:36]([C:41]2[CH:46]=[C:45]([CH2:47]Cl)[CH:44]=[CH:43][N:42]=2)=[CH:35][C:34]=1[O:49][CH3:50]. (7) Given the product [C:22]([CH2:21][CH2:20][CH2:19][CH2:18][CH2:17][NH:16][C:6](=[O:8])[C:5]1[CH:4]=[CH:3][C:2]([C:1]([NH:16][CH2:17][CH2:18][CH2:19][CH2:20][CH2:26][C:25]([OH:28])=[O:34])=[O:13])=[CH:11][CH:10]=1)([OH:24])=[O:23], predict the reactants needed to synthesize it. The reactants are: [C:1]([O:13]C)(=O)[C:2]1[CH:11]=[CH:10][C:5]([C:6]([O:8]C)=O)=[CH:4][CH:3]=1.[Na+].[NH2:16][CH2:17][CH2:18][CH2:19][CH2:20][CH2:21][C:22]([O-:24])=[O:23].[CH2:25]([OH:28])[CH2:26]O.S(=O)(=O)(O)O.[OH2:34]. (8) Given the product [Cl:29][C:16]1[CH:15]=[C:14]([N:5]([C:6]2[CH:11]=[CH:10][C:9]([F:12])=[CH:8][C:7]=2[CH3:13])[C:4]([O:3][CH2:2][O:36][C:31](=[O:35])[CH2:32][CH2:33][CH3:34])=[O:30])[CH:19]=[CH:18][C:17]=1[C:20](=[O:28])[C:21]1[CH:26]=[CH:25][CH:24]=[CH:23][C:22]=1[CH3:27], predict the reactants needed to synthesize it. The reactants are: Cl[CH2:2][O:3][C:4](=[O:30])[N:5]([C:14]1[CH:19]=[CH:18][C:17]([C:20](=[O:28])[C:21]2[CH:26]=[CH:25][CH:24]=[CH:23][C:22]=2[CH3:27])=[C:16]([Cl:29])[CH:15]=1)[C:6]1[CH:11]=[CH:10][C:9]([F:12])=[CH:8][C:7]=1[CH3:13].[C:31]([O-:36])(=[O:35])[CH2:32][CH2:33][CH3:34].C([N+](CCCC)(CCCC)CCCC)CCC.